From a dataset of Full USPTO retrosynthesis dataset with 1.9M reactions from patents (1976-2016). Predict the reactants needed to synthesize the given product. (1) Given the product [CH:10](=[N:1]/[C:2]1[CH:7]=[CH:6][C:5]([OH:8])=[C:4]([F:9])[CH:3]=1)\[C:11]1[CH:16]=[CH:15][CH:14]=[CH:13][CH:12]=1, predict the reactants needed to synthesize it. The reactants are: [NH2:1][C:2]1[CH:7]=[CH:6][C:5]([OH:8])=[C:4]([F:9])[CH:3]=1.[CH:10](=O)[C:11]1[CH:16]=[CH:15][CH:14]=[CH:13][CH:12]=1.O.C1(C)C=CC(S(O)(=O)=O)=CC=1. (2) Given the product [CH:1]([N:3]1[C:11]2[C:6](=[CH:7][CH:8]=[CH:9][CH:10]=2)[CH2:5][CH2:4]1)=[O:2], predict the reactants needed to synthesize it. The reactants are: [CH:1]([NH:3][CH2:4][CH2:5][C:6]1[CH:11]=[CH:10][CH:9]=[CH:8][C:7]=1Br)=[O:2].C([O-])([O-])=O.[K+].[K+].CN[C@@H]1CCCC[C@H]1NC. (3) Given the product [F:1][C@@H:2]1[CH2:6][N:5]([C:7](=[O:17])[CH2:8][OH:9])[C@H:4]([C:18]#[N:19])[CH2:3]1, predict the reactants needed to synthesize it. The reactants are: [F:1][C@@H:2]1[CH2:6][N:5]([C:7](=[O:17])[CH2:8][O:9][Si](C(C)(C)C)(C)C)[C@H:4]([C:18]#[N:19])[CH2:3]1.O.C(O)(=O)C.